The task is: Predict the product of the given reaction.. This data is from Forward reaction prediction with 1.9M reactions from USPTO patents (1976-2016). (1) Given the reactants [Cl:1][C:2]1[CH:28]=[C:27]([Cl:29])[CH:26]=[CH:25][C:3]=1[C:4]([C:6]1[CH:11]=[CH:10][CH:9]=[CH:8][C:7]=1[NH:12][S:13]([C:16]1[CH:24]=[CH:23][C:19]([C:20](O)=[O:21])=[CH:18][CH:17]=1)(=[O:15])=[O:14])=[O:5].[N:30]1([CH2:35][CH2:36][CH2:37][N:38]2[CH2:43][CH2:42][NH:41][CH2:40][CH2:39]2)[CH2:34][CH2:33][CH2:32][CH2:31]1, predict the reaction product. The product is: [Cl:1][C:2]1[CH:28]=[C:27]([Cl:29])[CH:26]=[CH:25][C:3]=1[C:4]([C:6]1[CH:11]=[CH:10][CH:9]=[CH:8][C:7]=1[NH:12][S:13]([C:16]1[CH:17]=[CH:18][C:19]([C:20]([N:41]2[CH2:40][CH2:39][N:38]([CH2:37][CH2:36][CH2:35][N:30]3[CH2:31][CH2:32][CH2:33][CH2:34]3)[CH2:43][CH2:42]2)=[O:21])=[CH:23][CH:24]=1)(=[O:14])=[O:15])=[O:5]. (2) Given the reactants [CH3:1][O:2][C:3]1[CH:4]=[CH:5][C:6]2[O:10][CH:9]=[C:8]([CH3:11])[C:7]=2[CH:12]=1.[CH2:13]([CH:15]([CH2:19][CH3:20])[C:16](Cl)=[O:17])[CH3:14].[N+](C)([O-])=O.[Cl-].[Al+3].[Cl-].[Cl-], predict the reaction product. The product is: [CH2:13]([CH:15]([CH2:19][CH3:20])[C:16]([C:9]1[O:10][C:6]2[CH:5]=[CH:4][C:3]([O:2][CH3:1])=[CH:12][C:7]=2[C:8]=1[CH3:11])=[O:17])[CH3:14]. (3) Given the reactants Cl[C:2]1[C:3](=[O:17])[N:4]([CH:9]([C:11]2[CH:16]=[CH:15][CH:14]=[CH:13][CH:12]=2)[CH3:10])[N:5]=[CH:6][C:7]=1Cl.[CH3:18][O:19][C:20]1[CH:25]=[CH:24][C:23](B(O)O)=[CH:22][CH:21]=1.[C:29]([O-:32])([O-])=O.[K+].[K+], predict the reaction product. The product is: [CH3:18][O:19][C:20]1[CH:25]=[CH:24][C:23]([C:2]2[C:3](=[O:17])[N:4]([CH:9]([C:11]3[CH:16]=[CH:15][CH:14]=[CH:13][CH:12]=3)[CH3:10])[N:5]=[CH:6][C:7]=2[C:11]2[CH:16]=[CH:15][C:14]([O:32][CH3:29])=[CH:13][CH:12]=2)=[CH:22][CH:21]=1. (4) Given the reactants F[C:2]1[CH:7]=[CH:6][CH:5]=[C:4]([S:8]([N:11]2[CH2:16][CH2:15][CH:14]([C:17]3[CH:22]=[CH:21][CH:20]=[CH:19][C:18]=3[CH3:23])[CH2:13][CH2:12]2)(=[O:10])=[O:9])[N:3]=1.[CH3:24][N:25]1[CH2:30][CH2:29][NH:28][CH2:27][CH2:26]1.CN(C)C(N(C)C)=N, predict the reaction product. The product is: [CH3:24][N:25]1[CH2:30][CH2:29][N:28]([C:2]2[CH:7]=[CH:6][CH:5]=[C:4]([S:8]([N:11]3[CH2:16][CH2:15][CH:14]([C:17]4[CH:22]=[CH:21][CH:20]=[CH:19][C:18]=4[CH3:23])[CH2:13][CH2:12]3)(=[O:10])=[O:9])[N:3]=2)[CH2:27][CH2:26]1. (5) The product is: [NH:7]1[C:15]2[C:10](=[CH:11][CH:12]=[CH:13][CH:14]=2)[CH2:9][CH2:8]1. Given the reactants [H-].[H-].[H-].[H-].[Li+].[Al+3].[NH:7]1[C:15]2[C:10](=[CH:11][CH:12]=[CH:13][CH:14]=2)[CH2:9][C:8]1=O, predict the reaction product. (6) Given the reactants Cl[CH2:2][C:3]([O:5][C:6]([CH3:9])([CH3:8])[CH3:7])=[O:4].C(=O)([O-])[O-].[K+].[K+].[CH3:16][N:17]1[CH2:22][CH2:21][NH:20][CH2:19][CH2:18]1, predict the reaction product. The product is: [C:6]([O:5][C:3](=[O:4])[CH2:2][N:20]1[CH2:21][CH2:22][N:17]([CH3:16])[CH2:18][CH2:19]1)([CH3:9])([CH3:8])[CH3:7]. (7) Given the reactants [Cl:1][C:2]1[N:3]=[CH:4][C:5]2[CH2:6][CH2:7][CH2:8][C:9]3([C:15](=[O:16])[NH:14][C:13](=[O:17])[NH:12]3)[C:10]=2[CH:11]=1.I[CH3:19], predict the reaction product. The product is: [Cl:1][C:2]1[N:3]=[CH:4][C:5]2[CH2:6][CH2:7][CH2:8][C:9]3([C:15](=[O:16])[N:14]([CH3:19])[C:13](=[O:17])[NH:12]3)[C:10]=2[CH:11]=1. (8) The product is: [Cl:1][C:2]1[C:6]([CH3:7])=[CH:5][N:4]([C:8]2[CH:9]=[N:10][CH:11]=[CH:12][CH:13]=2)[N:3]=1. Given the reactants [Cl:1][C:2]1[CH:6]([CH3:7])[CH2:5][N:4]([C:8]2[CH:9]=[N:10][CH:11]=[CH:12][CH:13]=2)[N:3]=1, predict the reaction product. (9) Given the reactants [CH3:1][C:2]1[C:6]([C:7]2[O:8][C:9]3[CH:15]=[CH:14][C:13]([CH2:16][C:17]([OH:19])=O)=[CH:12][C:10]=3[CH:11]=2)=[C:5]([CH3:20])[O:4][N:3]=1.C(Cl)CCl.[Cl:25][C:26]1[CH:31]=[CH:30][C:29]([CH:32]([C:34]2[CH:39]=[CH:38][CH:37]=[CH:36][CH:35]=2)[NH2:33])=[CH:28][CH:27]=1.C1C=CC2N(O)N=NC=2C=1.CCN(CC)CC, predict the reaction product. The product is: [Cl:25][C:26]1[CH:27]=[CH:28][C:29]([CH:32]([C:34]2[CH:35]=[CH:36][CH:37]=[CH:38][CH:39]=2)[NH:33][C:17](=[O:19])[CH2:16][C:13]2[CH:14]=[CH:15][C:9]3[O:8][C:7]([C:6]4[C:2]([CH3:1])=[N:3][O:4][C:5]=4[CH3:20])=[CH:11][C:10]=3[CH:12]=2)=[CH:30][CH:31]=1. (10) Given the reactants [CH:1]([C:3]1[O:7][C:6]([C:8]2[CH:16]=[CH:15][C:11]([C:12]([OH:14])=[O:13])=[CH:10][CH:9]=2)=[CH:5][CH:4]=1)=O.[S:17]1[CH2:23][C:21](=[O:22])[NH:20][C:18]1=[S:19].N1CCCCC1, predict the reaction product. The product is: [O:22]=[C:21]1[C:23](=[CH:1][C:3]2[O:7][C:6]([C:8]3[CH:9]=[CH:10][C:11]([C:12]([OH:14])=[O:13])=[CH:15][CH:16]=3)=[CH:5][CH:4]=2)[S:17][C:18](=[S:19])[NH:20]1.